Task: Predict the product of the given reaction.. Dataset: Forward reaction prediction with 1.9M reactions from USPTO patents (1976-2016) (1) Given the reactants [Br:1][C:2]1[CH:7]=[CH:6][N:5]=[C:4]([NH2:8])[CH:3]=1.[Cl:9]N1C(=O)CCC1=O.[OH-].[Na+], predict the reaction product. The product is: [Br:1][C:2]1[C:7]([Cl:9])=[CH:6][N:5]=[C:4]([NH2:8])[CH:3]=1. (2) Given the reactants C[O:2][C:3]([C:5]1[CH:10]=[CH:9][C:8]([C:11]([O:13][CH3:14])=[O:12])=[CH:7][N:6]=1)=O.[Cl-].[Ca+2].[Cl-].[BH4-].[Na+], predict the reaction product. The product is: [OH:2][CH2:3][C:5]1[CH:10]=[CH:9][C:8]([C:11]([O:13][CH3:14])=[O:12])=[CH:7][N:6]=1. (3) Given the reactants [F:1]/[C:2](/[C:15]1[CH:19]=[C:18]([CH3:20])[NH:17][N:16]=1)=[CH:3]\[C:4]1[CH:9]=[CH:8][C:7]([S:10][C:11]([F:14])([F:13])[F:12])=[CH:6][CH:5]=1.CS(O[CH2:26][C:27]1[CH:28]=[N:29][C:30]([Cl:33])=[CH:31][CH:32]=1)(=O)=O, predict the reaction product. The product is: [Cl:33][C:30]1[CH:31]=[CH:32][C:27]([CH2:26][N:17]2[C:18]([CH3:20])=[CH:19][C:15](/[C:2](/[F:1])=[CH:3]/[C:4]3[CH:5]=[CH:6][C:7]([S:10][C:11]([F:14])([F:13])[F:12])=[CH:8][CH:9]=3)=[N:16]2)=[CH:28][N:29]=1. (4) Given the reactants [OH:1][CH:2]1[CH2:6][CH2:5][N:4]([C:7]([C:9]2[CH:14]=[C:13]([S:15]([CH3:18])(=[O:17])=[O:16])[CH:12]=[CH:11][C:10]=2[O:19][CH:20]([CH3:22])[CH3:21])=[O:8])[CH2:3]1.[N+:23]([C:26]1[CH:31]=[CH:30][C:29](O)=[CH:28][CH:27]=1)([O-:25])=[O:24], predict the reaction product. The product is: [CH:20]([O:19][C:10]1[CH:11]=[CH:12][C:13]([S:15]([CH3:18])(=[O:17])=[O:16])=[CH:14][C:9]=1[C:7]([N:4]1[CH2:5][CH2:6][CH:2]([O:1][C:29]2[CH:30]=[CH:31][C:26]([N+:23]([O-:25])=[O:24])=[CH:27][CH:28]=2)[CH2:3]1)=[O:8])([CH3:22])[CH3:21]. (5) Given the reactants [N:1]1[CH:6]=[CH:5][CH:4]=[C:3]([CH:7]([C:9]2[CH:10]=[N:11][CH:12]=[CH:13][CH:14]=2)O)[CH:2]=1.S(Cl)([Cl:17])=O, predict the reaction product. The product is: [Cl:17][CH:7]([C:9]1[CH:10]=[N:11][CH:12]=[CH:13][CH:14]=1)[C:3]1[CH:2]=[N:1][CH:6]=[CH:5][CH:4]=1. (6) Given the reactants [F:1][C:2]1[CH:7]=[C:6]([I:8])[CH:5]=[CH:4][C:3]=1[NH:9][C:10]1[C:18]([C:19]([OH:21])=O)=[CH:17][CH:16]=[C:15]2[C:11]=1[CH:12]=[N:13][NH:14]2.[CH:22]([O:24][CH2:25][CH2:26][O:27][NH2:28])=[CH2:23].CCN=C=NCCCN(C)C.C1C=CC2N(O)N=NC=2C=1.CCN(C(C)C)C(C)C, predict the reaction product. The product is: [CH:22]([O:24][CH2:25][CH2:26][O:27][NH:28][C:19]([C:18]1[C:10]([NH:9][C:3]2[CH:4]=[CH:5][C:6]([I:8])=[CH:7][C:2]=2[F:1])=[C:11]2[C:15](=[CH:16][CH:17]=1)[NH:14][N:13]=[CH:12]2)=[O:21])=[CH2:23]. (7) Given the reactants C[O:2][C:3]([C:5]1[C:9]([NH:10][C:11](=[O:14])[CH2:12]Cl)=[C:8]([CH3:15])[S:7][CH:6]=1)=[O:4].[F:16][C:17]1[CH:22]=[CH:21][C:20]([C:23]2[CH:28]=[CH:27][C:26]([OH:29])=[CH:25][CH:24]=2)=[CH:19][CH:18]=1, predict the reaction product. The product is: [F:16][C:17]1[CH:18]=[CH:19][C:20]([C:23]2[CH:28]=[CH:27][C:26]([O:29][CH2:12][C:11]([NH:10][C:9]3[C:5]([C:3]([OH:2])=[O:4])=[CH:6][S:7][C:8]=3[CH3:15])=[O:14])=[CH:25][CH:24]=2)=[CH:21][CH:22]=1. (8) The product is: [CH3:27][C:25]1[CH:26]=[C:15]([C:12]2[N:11]=[C:10]([C:8]3[CH:7]=[C:6]([CH3:29])[N:5]=[C:4]([NH:3][CH2:1][CH2:2][CH3:30])[N:9]=3)[O:14][N:13]=2)[CH:16]=[C:17]([CH3:28])[C:18]=1[O:19][CH2:20][CH:21]([OH:24])[CH2:22][OH:23]. Given the reactants [CH2:1]([NH:3][C:4]1[N:9]=[C:8]([C:10]2[O:14][N:13]=[C:12]([C:15]3[CH:26]=[C:25]([CH3:27])[C:18]([O:19][CH2:20][CH:21]([OH:24])[CH2:22][OH:23])=[C:17]([CH3:28])[CH:16]=3)[N:11]=2)[CH:7]=[C:6]([CH3:29])[N:5]=1)[CH3:2].[CH3:30]C1N=C(NCCC)N=C(C(O)=O)C=1, predict the reaction product. (9) Given the reactants [Si:1]([O:8][CH2:9][CH2:10][NH:11][C:12]1[CH:17]=[C:16]([C:18]([F:21])([F:20])[F:19])[CH:15]=[C:14]([C:22]([F:25])([F:24])[F:23])[CH:13]=1)([C:4]([CH3:7])([CH3:6])[CH3:5])([CH3:3])[CH3:2].[CH3:26][C:27]([O:30][C:31](O[C:31]([O:30][C:27]([CH3:29])([CH3:28])[CH3:26])=[O:32])=[O:32])([CH3:29])[CH3:28].C(N(CC)CC)C.CN(C1C=CC=CN=1)C, predict the reaction product. The product is: [F:25][C:22]([F:23])([F:24])[C:14]1[CH:13]=[C:12]([N:11]([CH2:10][CH2:9][O:8][Si:1]([C:4]([CH3:7])([CH3:6])[CH3:5])([CH3:3])[CH3:2])[C:31](=[O:32])[O:30][C:27]([CH3:29])([CH3:28])[CH3:26])[CH:17]=[C:16]([C:18]([F:21])([F:19])[F:20])[CH:15]=1.